This data is from Human Reference Interactome with 51,813 positive PPI pairs across 8,248 proteins, plus equal number of experimentally-validated negative pairs. The task is: Binary Classification. Given two protein amino acid sequences, predict whether they physically interact or not. (1) Protein 1 (ENSG00000101200) has sequence MPDTMLPACFLGLLAFSSACYFQNCPRGGKRAMSDLELRQCLPCGPGGKGRCFGPSICCADELGCFVGTAEALRCQEENYLPSPCQSGQKACGSGGRCAAFGVCCNDESCVTEPECREGFHRRARASDRSNATQLDGPAGALLLRLVQLAGAPEPFEPAQPDAY*. Protein 2 (ENSG00000151445) has sequence MNRTKGDEEEYWNSSKFKAFTFDDEDDELSQLKESKRAVNSLRDFVDDDDDDDLERVSWSGEPVGSRTRPGSFQSLSDALSDTPAKSYAPELGRPKGEYRDYSNDWSPSDTVRRLRKGKVCSLERFRSLQDKLQLLEEAVSMHDGNVITAVLIFLKRTLSKEILFRELEVRQVALRHLIHFLKEIGDQKLLLDLFRFLDRTEELALSHYREHLNIQDPDKRKEFLKTCVGLPFSAEDSAHIQDHYTLLERQIIIEANDRHLESAGQTEIFRKHPRKASILNMPLVTTLFYSCFYHYTEAE.... Result: 0 (the proteins do not interact). (2) Protein 1 (ENSG00000074181) has sequence MGPGARGRRRRRRPMSPPPPPPPVRALPLLLLLAGPGAAAPPCLDGSPCANGGRCTQLPSREAACLCPPGWVGERCQLEDPCHSGPCAGRGVCQSSVVAGTARFSCRCPRGFRGPDCSLPDPCLSSPCAHGARCSVGPDGRFLCSCPPGYQGRSCRSDVDECRVGEPCRHGGTCLNTPGSFRCQCPAGYTGPLCENPAVPCAPSPCRNGGTCRQSGDLTYDCACLPGFEGQNCEVNVDDCPGHRCLNGGTCVDGVNTYNCQCPPEWTGQFCTEDVDECQLQPNACHNGGTCFNTLGGHSC.... Protein 2 (ENSG00000121289) has sequence MLLGFRRGRRSHFKHIIHGLLPAASVAPKAAVPRTPPPRSPNPSPERPRSALAAAILATTLTGRTVAIPQPRQRSRSESDVSSVEQDSFIEPYATTSQLRPRPNWQSEMGRRSSLPSFETLDYGDEEDIETQLSSSGKELGDVSAREDRGGHSDDLYAVPHRNQVPLLHEVNSEDDENISHQDGFPGSPPAPQRTQQKDGKHPVLNLKDEKPPLCEKPPPSPDITGRARQRYTEITREKFEALKEENMDLNNMNQSLTLELNTMKQAMKELQLKLKGMEKEKRKLKEAEKASSQEVAAPE.... Result: 0 (the proteins do not interact). (3) Protein 1 (ENSG00000167914) has sequence MTMFENVTRALARQLNPRGDLTPLDSLIDFKRFHPFCLVLRKRKSTLFWGARYVRTDYTLLDVLEPGSSPSDPTDTGNFGFKNMLDTRVEGDVDVPKTVKVKGTAGLSQNSTLEVQTLSVAPKALETVQERKLAADHPFLKEMQDQGENLYVVMEVVETVQEVTLERAGKAEACFSLPFFAPLGLQGSINHKEAVTIPKGCVLAFRVRQLMVKGKDEWDIPHICNDNMQTFPPGEKSGEEKVILIQASDVGDVHEGFRTLKEEVQRETQQVEKLSRVGQSSLLSSLSKLLGKKKELQDLE.... Protein 2 (ENSG00000149499) has sequence MDGAAGPGDGPAREALQSLSQRLRVQEQEMELVKAALAEALRLLRLQVPPSSLQGSGTPAPPGDSSLAAPPGLPPTCTPSLVSRGTQTETEVELKSSPGPPGLSNGPPAPQGASEEPSGTQSEGGGSSSSGAGSPGPPGILRPLQPPQRADTPRRNSSSSSSPSERPRQKLSRKAISSANLLVRSGSTESRGGKDPLSSPGGPGSRRSNYNLEGISVKMFLRGRPITMYIPSGIRSLEELPSGPPPETLSLDWVYGYRGRDSRSNLFVLRSGEVVYFIACVVVLYRPGGGPGGPGGGGQR.... Result: 0 (the proteins do not interact). (4) Protein 1 (ENSG00000198963) has sequence MRAQIEVIPCKICGDKSSGIHYGVITCEGCKGFFRRSQQNNASYSCPRQRNCLIDRTNRNRCQHCRLQKCLALGMSRDAVKFGRMSKKQRDSLYAEVQKHQQRLQEQRQQQSGEAEALARVYSSSISNGLSNLNNETSGTYANGHVIDLPKSEGYYNVDSGQPSPDQSGLDMTGIKQIKQEPIYDLTSVPNLFTYSSFNNGQLAPGITMTEIDRIAQNIIKSHLETCQYTMEELHQLAWQTHTYEEIKAYQSKSREALWQQCAIQITHAIQYVVEFAKRITGFMELCQNDQILLLKSGCL.... Protein 2 (ENSG00000204619) has sequence MGRRSSKCCCIYEKPRAFGESSTESDEEEEEGCGHTHCVRGHRKGRRRATLGPTPTTPPQPPDPSQPPPGPMQH*MAEAGAGLSETVTETTVTVTTEPENRSLTIKLRKRKPEKKVEWTSDTVDNEHMGRRSSKCCCIYEKPRAFGESSTESDEEEEEGCGHTHCVRGHRKGRRRATLGPTPTTPPQPPDPSQPPPGPMQH*. Result: 0 (the proteins do not interact). (5) Protein 1 (ENSG00000102032) has sequence MSKGLPARQDMEKERETLQAWKERVGQELDRVVAFWMEHSHDQEHGGFFTCLGREGRVWMYCRLYRTFERFRHAQLLDAAKAGGEFLLRYARVAPPGKKCAFVLTRDGRPVKVQRTIFSECFYTMAMNELWRATGEVRYQTEAVEMMDQIVHWVQEDASGLGRPQLQGAPAAEPMAVPMMLLNLVEQLGEADEELAGKYAELGDWCARRILQHVQRDGQAVLENVSEGGKELPGCLGRQQNPGHTLEAGWFLLRHCIRKGDPELRAHVIDKFLLLPFHSGWDPDHGGLFYFQDADNFCPT.... Protein 2 (ENSG00000163938) has sequence MTCHKRYKIQKKVREHHRKLRKEAKKRGHKKPRKDPGVPNSAPFKEALLREAELRKQRLEELKQQQKLDRQKELEKKRKLETNPDIKPSNVEPMEKEFGLCKTENKAKSGKQNSKKLYCQELKKVIEASDVVLEVLDARDPLGCRCPQVEEAIVQSGQKKLVLILNKSDLVPKENLESWLNYLKKELPTVVFRASTKPKDKGKITKRVKAKKNAAPFRSEVCFGKEGLWKLLGGFQETCSKAIRVGVIGFPNVGKSSIINSLKQEQMCNVGVSMGLTRSMQVVPLDKQITIIDSPSFIVS.... Result: 0 (the proteins do not interact). (6) Protein 1 (ENSG00000131068) has sequence MKLLLLALPMLVLLPQVIPAYSGEKKCWNRSGHCRKQCKDGEAVKDTCKNLRACCIPSNEDHRRVPATSPTPLSDSTPGIIDDILTVRFTTDYFEVSSKKDMVEESEAGRGTETSLPNVHHSS*. Protein 2 (ENSG00000160783) has sequence MAEASSANLGSGCEEKRHEGSSSESVPPGTTISRVKLLDTMVDTFLQKLVAAGSYQRFTDCYKCFYQLQPAMTQQIYDKFIAQLQTSIREEISDIKEEGNLEAVLNALDKIVEEGKVRKEPAWRPSGIPEKDLHSVMAPYFLQQRDTLRRHVQKQEAENQQLADAVLAGRRQVEELQLQVQAQQQAWQALHREQRELVAVLREPE*MAEASSANLGSGCEEKRHEGSSSESVPPGTTISRVKLLDTMVDTFLQKLVAAGSYQRFTDCYKCFYQLQPAMTQQIYDKFIAQLQTSIREEISD.... Result: 0 (the proteins do not interact). (7) Protein 1 (ENSG00000197361) has sequence MWPLLTMHITQLNRECLLHLFSFLDKDSRKSLARTCSQLHDVFEDPALWSLLHFRSLTELQKDNFLLGPALRSLSICWHSSRVQVCSIEDWLKSAFQRSICSRHESLVNDFLLRVCDRLSAVRSPRRREAPAPSSGTPIAVGPKSPRWGGPDHSEFADLRSGVTGARAAARRGLGSLRAERPSETPPAPGVSWGPPPPGAPVVISVKQEEGKQGRTGRRSHRAAPPCGFARTRVCPPTFPGADAFPQ*MWPLLTMHITQLNRECLLHLFSFLDKDSRKSLARTCSQLHDVFEDPALWSLL.... Protein 2 (ENSG00000182156) has sequence MRGPAVLLTVALATLLAPGAGAPVQSQGSQNKLLLVSFDGFRWNYDQDVDTPNLDAMARDGVKARYMTPAFVTMTSPCHFTLVTGKYIENHGVVHNMYYNTTSKVKLPYHATLGIQRWWDNGSVPIWITAQRQGLRAGSFFYPGGNVTYQGVAVTRSRKEGIAHNYKNETEWRANIDTVMAWFTEEDLDLVTLYFGEPDSTGHRYGPESPERREMVRQVDRTVGYLRESIARNHLTDRLNLIITSDHGMTTVDKRAGDLVEFHKFPNFTFRDIEFELLDYGPNGMLLPKEGRLEKVYDAL.... Result: 0 (the proteins do not interact).